From a dataset of NCI-60 drug combinations with 297,098 pairs across 59 cell lines. Regression. Given two drug SMILES strings and cell line genomic features, predict the synergy score measuring deviation from expected non-interaction effect. (1) Synergy scores: CSS=5.66, Synergy_ZIP=-1.50, Synergy_Bliss=-1.21, Synergy_Loewe=-0.780, Synergy_HSA=-0.211. Cell line: MDA-MB-231. Drug 1: CC1=C(C=C(C=C1)NC2=NC=CC(=N2)N(C)C3=CC4=NN(C(=C4C=C3)C)C)S(=O)(=O)N.Cl. Drug 2: CC1=C(C=C(C=C1)NC(=O)C2=CC=C(C=C2)CN3CCN(CC3)C)NC4=NC=CC(=N4)C5=CN=CC=C5. (2) Drug 1: C1=C(C(=O)NC(=O)N1)F. Drug 2: CC(C)(C#N)C1=CC(=CC(=C1)CN2C=NC=N2)C(C)(C)C#N. Cell line: M14. Synergy scores: CSS=34.3, Synergy_ZIP=0.599, Synergy_Bliss=-3.34, Synergy_Loewe=-3.84, Synergy_HSA=-3.85.